From a dataset of Reaction yield outcomes from USPTO patents with 853,638 reactions. Predict the reaction yield, written as a fraction of the theoretical maximum amount of product (1.0 means a 100% yield; for example, 0.34 means a 34% yield). (1) The reactants are C(OC([NH:8][C:9]1([C:13]2[CH:18]=[CH:17][C:16]([C:19]3[O:27][C:26]4[C:25]([C:28](O)=[O:29])=[CH:24][N:23]([CH3:31])[C:22](=[O:32])[C:21]=4[C:20]=3[C:33]3[CH:38]=[CH:37][CH:36]=[CH:35][CH:34]=3)=[CH:15][CH:14]=2)[CH2:12][CH2:11][CH2:10]1)=O)(C)(C)C.CCN(C(C)C)C(C)C.[NH2:48][CH2:49][CH2:50][OH:51].CN(C(ON1N=NC2C=CC=NC1=2)=[N+](C)C)C.F[P-](F)(F)(F)(F)F. The catalyst is C1COCC1.C(Cl)Cl.[Cl-].[Na+].O. The product is [NH2:8][C:9]1([C:13]2[CH:14]=[CH:15][C:16]([C:19]3[O:27][C:26]4[C:25]([C:28]([NH:48][CH2:49][CH2:50][OH:51])=[O:29])=[CH:24][N:23]([CH3:31])[C:22](=[O:32])[C:21]=4[C:20]=3[C:33]3[CH:34]=[CH:35][CH:36]=[CH:37][CH:38]=3)=[CH:17][CH:18]=2)[CH2:10][CH2:11][CH2:12]1. The yield is 0.890. (2) The reactants are [NH2:1][C:2]1[CH:7]=[CH:6][CH:5]=[C:4]([C:8]([OH:10])=[O:9])[N:3]=1.S(Cl)(Cl)=O.[CH2:15](O)[CH3:16]. No catalyst specified. The product is [NH2:1][C:2]1[N:3]=[C:4]([C:8]([O:10][CH2:15][CH3:16])=[O:9])[CH:5]=[CH:6][CH:7]=1. The yield is 0.760. (3) The reactants are [Cl:1][C:2]1[CH:7]=[CH:6][N:5]2[N:8]=[C:9]([C:13]3[CH:18]=[CH:17][C:16]([F:19])=[CH:15][CH:14]=3)[C:10]([CH:11]=[O:12])=[C:4]2[CH:3]=1.C([Mg]Br)#C.O.O1C[CH2:28][CH2:27][CH2:26]1. No catalyst specified. The product is [Cl:1][C:2]1[CH:7]=[CH:6][N:5]2[N:8]=[C:9]([C:13]3[CH:18]=[CH:17][C:16]([F:19])=[CH:15][CH:14]=3)[C:10]([C:11](=[O:12])[C:26]#[C:27][CH3:28])=[C:4]2[CH:3]=1. The yield is 0.620. (4) The reactants are [Cl:1][C:2]1[C:7]([C:8](Cl)=[O:9])=[C:6]([Cl:11])[N:5]=[CH:4][N:3]=1.[Si:12]([O:19][CH2:20][CH2:21][NH:22][C:23]1[CH:24]=[CH:25][C:26]([O:29][CH2:30][C:31]([CH3:37])([CH3:36])[C:32]([O:34][CH3:35])=[O:33])=[N:27][CH:28]=1)([C:15]([CH3:18])([CH3:17])[CH3:16])([CH3:14])[CH3:13].C(N(CC)CC)C. The catalyst is O1CCCC1. The product is [Si:12]([O:19][CH2:20][CH2:21][N:22]([C:23]1[CH:24]=[CH:25][C:26]([O:29][CH2:30][C:31]([CH3:37])([CH3:36])[C:32]([O:34][CH3:35])=[O:33])=[N:27][CH:28]=1)[C:8]([C:7]1[C:6]([Cl:11])=[N:5][CH:4]=[N:3][C:2]=1[Cl:1])=[O:9])([C:15]([CH3:18])([CH3:17])[CH3:16])([CH3:13])[CH3:14]. The yield is 0.660.